Dataset: Reaction yield outcomes from USPTO patents with 853,638 reactions. Task: Predict the reaction yield, written as a fraction of the theoretical maximum amount of product (1.0 means a 100% yield; for example, 0.34 means a 34% yield). (1) The reactants are Br[C:2]1[C:3]([N:8]2[CH2:11][CH:10]([C:12]3[CH:21]=[CH:20][C:19]4[C:14](=[CH:15][CH:16]=[CH:17][CH:18]=4)[N:13]=3)[CH2:9]2)=[N:4][CH:5]=[CH:6][CH:7]=1.[O:22]([C:24]1[CH:25]=[C:26](B(O)O)[CH:27]=[CH:28][CH:29]=1)[CH3:23].[O-]P([O-])([O-])=O.[K+].[K+].[K+]. The catalyst is O1CCOCC1.O.C1C=CC(P(C2C=CC=CC=2)[C-]2C=CC=C2)=CC=1.C1C=CC(P(C2C=CC=CC=2)[C-]2C=CC=C2)=CC=1.Cl[Pd]Cl.[Fe+2]. The product is [CH3:23][O:22][C:24]1[CH:29]=[C:28]([C:2]2[C:3]([N:8]3[CH2:11][CH:10]([C:12]4[CH:21]=[CH:20][C:19]5[C:14](=[CH:15][CH:16]=[CH:17][CH:18]=5)[N:13]=4)[CH2:9]3)=[N:4][CH:5]=[CH:6][CH:7]=2)[CH:27]=[CH:26][CH:25]=1. The yield is 0.350. (2) The reactants are CO[CH:3](OC)[N:4]([CH3:6])[CH3:5].[CH3:9][O:10][C:11]([O:15][CH3:16])(C)[CH:12]=[O:13].[CH2:17](O)C(C)C. No catalyst specified. The product is [CH3:5][N:4]([CH3:6])/[CH:3]=[CH:17]/[C:12](=[O:13])[CH:11]([O:15][CH3:16])[O:10][CH3:9]. The yield is 0.480. (3) The yield is 0.730. The catalyst is C1COCC1.C(OCC)(=O)C.O. The product is [Cl:6][C:7]1[C:12]([I:26])=[CH:11][N:10]=[C:9]2[NH:13][CH:14]=[CH:15][C:8]=12. The reactants are [Li]C(CC)C.[Cl:6][C:7]1[CH:12]=[CH:11][N:10]=[C:9]2[N:13]([Si](C(C)C)(C(C)C)C(C)C)[CH:14]=[CH:15][C:8]=12.[I:26]I.[Cl-].[NH4+].S([O-])([O-])=O.[Na+].[Na+].CCCC[N+](CCCC)(CCCC)CCCC.[F-]. (4) The reactants are [CH:1]12[CH2:7][CH:4]([CH:5]=[CH:6]1)[CH2:3][CH:2]2[NH:8][C:9]([NH:11][NH2:12])=[S:10].[CH:13](=O)[C:14]1[CH:19]=[CH:18][CH:17]=[CH:16][CH:15]=1.C([O-])(=O)C.[Na+]. The catalyst is C(O)C.O. The product is [CH:1]12[CH2:7][CH:4]([CH:5]=[CH:6]1)[CH2:3][CH:2]2[NH:8][C:9](=[S:10])[NH:11][N:12]=[CH:13][C:14]1[CH:19]=[CH:18][CH:17]=[CH:16][CH:15]=1. The yield is 0.0900. (5) The reactants are [CH3:1][O:2][C:3](=[O:20])[CH2:4][CH2:5][C:6]1[N:7]=[C:8](O)[C:9]2[C:14]3[CH2:15][CH2:16][CH2:17][CH2:18][C:13]=3[S:12][C:10]=2[N:11]=1.O=P(Cl)(Cl)[Cl:23]. No catalyst specified. The product is [CH3:1][O:2][C:3](=[O:20])[CH2:4][CH2:5][C:6]1[N:7]=[C:8]([Cl:23])[C:9]2[C:14]3[CH2:15][CH2:16][CH2:17][CH2:18][C:13]=3[S:12][C:10]=2[N:11]=1. The yield is 0.470. (6) The reactants are [NH2:1][C:2]1[N:9]=[CH:8][C:7](Br)=[CH:6][C:3]=1[C:4]#[N:5].[CH3:11][C@H:12]1[CH2:17][N:16]([CH2:18][B-](F)(F)F)[CH2:15][C@@H:14]([CH3:23])[O:13]1.[K+].C(=O)([O-])[O-].[Cs+].[Cs+].C1(P(C2CCCCC2)C2C=CC=CC=2C2C(C(C)C)=CC(C(C)C)=CC=2C(C)C)CCCCC1. The catalyst is O1CCOCC1.O.C([O-])(=O)C.[Pd+2].C([O-])(=O)C. The product is [NH2:1][C:2]1[N:9]=[CH:8][C:7]([CH2:18][N:16]2[CH2:17][C@@H:12]([CH3:11])[O:13][C@@H:14]([CH3:23])[CH2:15]2)=[CH:6][C:3]=1[C:4]#[N:5]. The yield is 0.920. (7) The reactants are [CH2:1]([N:8]1[C:12]([C:13]2[CH:18]=[CH:17][CH:16]=[CH:15][CH:14]=2)=[CH:11][CH:10]=[C:9]1[C:19]1[CH:20]=[C:21]2[C:26](=[CH:27][CH:28]=1)[CH:25]=[C:24]([OH:29])[CH:23]=[CH:22]2)[C:2]1[CH:7]=[CH:6][CH:5]=[CH:4][CH:3]=1.Br[CH2:31][C:32]#[N:33].C(=O)([O-])[O-].[Cs+].[Cs+]. The catalyst is C(Cl)Cl. The product is [CH2:1]([N:8]1[C:12]([C:13]2[CH:14]=[CH:15][CH:16]=[CH:17][CH:18]=2)=[CH:11][CH:10]=[C:9]1[C:19]1[CH:20]=[C:21]2[C:26](=[CH:27][CH:28]=1)[CH:25]=[C:24]([O:29][CH2:31][C:32]#[N:33])[CH:23]=[CH:22]2)[C:2]1[CH:3]=[CH:4][CH:5]=[CH:6][CH:7]=1. The yield is 1.00.